From a dataset of Forward reaction prediction with 1.9M reactions from USPTO patents (1976-2016). Predict the product of the given reaction. (1) Given the reactants C(O[C:4](=[O:21])[CH2:5][C:6]([CH:8]1[CH2:13][CH2:12][N:11]([C:14]([O:16][C:17]([CH3:20])([CH3:19])[CH3:18])=[O:15])[CH2:10][CH2:9]1)=O)C.[C:22]1([C:28]2[CH:29]=[C:30]3[C:36]([NH2:37])=[N:35][NH:34][C:31]3=[N:32][CH:33]=2)[CH:27]=[CH:26][CH:25]=[CH:24][CH:23]=1.P([O-])([O-])([O-])=O.[K+].[K+].[K+], predict the reaction product. The product is: [O:21]=[C:4]1[CH:5]=[C:6]([CH:8]2[CH2:9][CH2:10][N:11]([C:14]([O:16][C:17]([CH3:18])([CH3:19])[CH3:20])=[O:15])[CH2:12][CH2:13]2)[N:35]2[N:34]=[C:31]3[N:32]=[CH:33][C:28]([C:22]4[CH:27]=[CH:26][CH:25]=[CH:24][CH:23]=4)=[CH:29][C:30]3=[C:36]2[NH:37]1. (2) Given the reactants [OH:1][P:2]([OH:5])([OH:4])=[O:3].O=P12OP3(OP(OP(O3)(O1)=O)(=O)O2)=O.[NH2:20][C:21]1([CH2:40]O)[CH2:25][CH2:24][CH:23]([C:26]2[CH:31]=[CH:30][C:29]([CH2:32][CH2:33][CH2:34][CH2:35][CH2:36][CH2:37][CH2:38][CH3:39])=[CH:28][CH:27]=2)[CH2:22]1, predict the reaction product. The product is: [P:2]([OH:5])([OH:4])([O:1][CH2:40][C:21]1([NH2:20])[CH2:25][CH2:24][CH:23]([C:26]2[CH:27]=[CH:28][C:29]([CH2:32][CH2:33][CH2:34][CH2:35][CH2:36][CH2:37][CH2:38][CH3:39])=[CH:30][CH:31]=2)[CH2:22]1)=[O:3]. (3) Given the reactants [Br:1][C:2]1[C:19]([O:20][CH3:21])=[C:18]([O:22][CH3:23])[C:17]([O:24][CH3:25])=[CH:16][C:3]=1[CH2:4][N:5]1[CH:13]=[N:12][C:11]2[C:6]1=[N:7][C:8]([NH2:15])=[N:9][C:10]=2Cl.[NH3:26], predict the reaction product. The product is: [Br:1][C:2]1[C:19]([O:20][CH3:21])=[C:18]([O:22][CH3:23])[C:17]([O:24][CH3:25])=[CH:16][C:3]=1[CH2:4][N:5]1[CH:13]=[N:12][C:11]2[C:6]1=[N:7][C:8]([NH2:15])=[N:9][C:10]=2[NH2:26].